This data is from Reaction yield outcomes from USPTO patents with 853,638 reactions. The task is: Predict the reaction yield, written as a fraction of the theoretical maximum amount of product (1.0 means a 100% yield; for example, 0.34 means a 34% yield). (1) The reactants are [NH2:1][C:2]1[CH:7]=[C:6]([F:8])[C:5]([S:9][CH2:10][C:11]2[CH:16]=[CH:15][CH:14]=[CH:13][CH:12]=2)=[CH:4][C:3]=1/[CH:17]=[CH:18]/[C:19]([O:21][CH2:22][CH3:23])=[O:20].[Br:24][C:25]1[CH:30]=[C:29]([O:31][CH3:32])[C:28](I)=[CH:27][C:26]=1[Cl:34].C(=O)([O-])[O-].[Cs+].[Cs+].C1(C)C=CC=CC=1. The catalyst is CCOC(C)=O.C1C=CC(/C=C/C(/C=C/C2C=CC=CC=2)=O)=CC=1.C1C=CC(/C=C/C(/C=C/C2C=CC=CC=2)=O)=CC=1.C1C=CC(/C=C/C(/C=C/C2C=CC=CC=2)=O)=CC=1.[Pd].[Pd].CC1(C)C2C(=C(P(C3C=CC=CC=3)C3C=CC=CC=3)C=CC=2)OC2C(P(C3C=CC=CC=3)C3C=CC=CC=3)=CC=CC1=2. The product is [CH2:10]([S:9][C:5]1[C:6]([F:8])=[CH:7][C:2]([NH:1][C:28]2[CH:27]=[C:26]([Cl:34])[C:25]([Br:24])=[CH:30][C:29]=2[O:31][CH3:32])=[C:3](/[CH:17]=[CH:18]/[C:19]([O:21][CH2:22][CH3:23])=[O:20])[CH:4]=1)[C:11]1[CH:16]=[CH:15][CH:14]=[CH:13][CH:12]=1. The yield is 0.677. (2) The reactants are [Cl-].[Al+3].[Cl-].[Cl-].[F:5][C:6]1[CH:14]=[CH:13][C:9]([C:10](Cl)=[O:11])=[CH:8][CH:7]=1.Cl.[C:16]1([CH3:23])[CH:21]=[CH:20][CH:19]=[C:18]([CH3:22])[CH:17]=1. No catalyst specified. The product is [CH3:23][C:16]1[CH:21]=[CH:20][C:19]([C:10](=[O:11])[C:9]2[CH:13]=[CH:14][C:6]([F:5])=[CH:7][CH:8]=2)=[C:18]([CH3:22])[CH:17]=1. The yield is 0.990.